This data is from Reaction yield outcomes from USPTO patents with 853,638 reactions. The task is: Predict the reaction yield, written as a fraction of the theoretical maximum amount of product (1.0 means a 100% yield; for example, 0.34 means a 34% yield). (1) The product is [F:1][C:2]1[CH:3]=[CH:4][C:5]([CH2:6][N:7]2[C:19](=[O:20])[C:18]3[C:17]([O:21][Si:22]([CH:29]([CH3:30])[CH3:31])([CH:26]([CH3:27])[CH3:28])[CH:23]([CH3:25])[CH3:24])=[C:16]4[C:11]([CH:12]=[CH:13][CH:14]=[N:15]4)=[C:10]([O:32][CH3:33])[C:9]=3[C:8]2([OH:34])[C:37]2[CH:42]=[CH:41][CH:40]=[CH:39][CH:38]=2)=[CH:35][CH:36]=1. The catalyst is C1COCC1.CCOC(C)=O. The yield is 0.800. The reactants are [F:1][C:2]1[CH:36]=[CH:35][C:5]([CH2:6][N:7]2[C:19](=[O:20])[C:18]3[C:17]([O:21][Si:22]([CH:29]([CH3:31])[CH3:30])([CH:26]([CH3:28])[CH3:27])[CH:23]([CH3:25])[CH3:24])=[C:16]4[C:11]([CH:12]=[CH:13][CH:14]=[N:15]4)=[C:10]([O:32][CH3:33])[C:9]=3[C:8]2=[O:34])=[CH:4][CH:3]=1.[C:37]1([Mg]Br)[CH:42]=[CH:41][CH:40]=[CH:39][CH:38]=1.CCOCC. (2) The reactants are [OH:1][C:2]1[CH:11]=[CH:10][C:5]([C:6]([O:8][CH3:9])=[O:7])=[CH:4][CH:3]=1.[Br:12][C:13]1[CH:18]=[CH:17][C:16]([CH:19](O)[CH2:20][CH:21]([CH3:23])[CH3:22])=[CH:15][CH:14]=1.C1(P(C2C=CC=CC=2)C2C=CC=CC=2)C=CC=CC=1.N(C(OC(C)C)=O)=NC(OC(C)C)=O. The catalyst is O1CCCC1.C(OCC)(=O)C. The product is [Br:12][C:13]1[CH:18]=[CH:17][C:16]([CH:19]([O:1][C:2]2[CH:3]=[CH:4][C:5]([C:6]([O:8][CH3:9])=[O:7])=[CH:10][CH:11]=2)[CH2:20][CH:21]([CH3:23])[CH3:22])=[CH:15][CH:14]=1. The yield is 0.930. (3) The reactants are [C:1]([C:5]1[CH:13]=[CH:12][C:8]([C:9]([OH:11])=O)=[CH:7][CH:6]=1)([CH3:4])([CH3:3])[CH3:2].C(N(CC)CC)C.CN(C(ON1N=NC2C=CC=NC1=2)=[N+](C)C)C.F[P-](F)(F)(F)(F)F.[CH3:45][O:46][C:47]1[CH:52]=[C:51]([C:53]2[C:54]([CH3:60])=[C:55]([NH2:59])[CH:56]=[CH:57][CH:58]=2)[CH:50]=[CH:49][N:48]=1.C([O-])(O)=O.[Na+]. The catalyst is C(Cl)Cl. The product is [C:1]([C:5]1[CH:6]=[CH:7][C:8]([C:9]([NH:59][C:55]2[CH:56]=[CH:57][CH:58]=[C:53]([C:51]3[CH:50]=[CH:49][N:48]=[C:47]([O:46][CH3:45])[CH:52]=3)[C:54]=2[CH3:60])=[O:11])=[CH:12][CH:13]=1)([CH3:2])([CH3:3])[CH3:4]. The yield is 0.310. (4) The reactants are [OH:1][C:2]1[CH:8]=[CH:7][C:5]([NH2:6])=[C:4]([N+:9]([O-:11])=[O:10])[CH:3]=1.[CH3:12][O:13][CH2:14][CH2:15]O.C(P(CCCC)CCCC)CCC.N(C(N1CCCCC1)=O)=NC(N1CCCCC1)=O. The catalyst is O1CCCC1. The product is [CH3:12][O:13][CH2:14][CH2:15][O:1][C:2]1[CH:8]=[CH:7][C:5]([NH2:6])=[C:4]([N+:9]([O-:11])=[O:10])[CH:3]=1. The yield is 0.900. (5) The reactants are Cl.[C:2](=[NH:7])([O:4][CH2:5][CH3:6])[CH3:3].C(N(CC)CC)C.[C:15](Cl)(=[O:22])[C:16]1[CH:21]=[CH:20][CH:19]=[CH:18][CH:17]=1. The catalyst is C1(C)C=CC=CC=1. The product is [CH2:5]([O:4][C:2](=[N:7][C:15](=[O:22])[C:16]1[CH:21]=[CH:20][CH:19]=[CH:18][CH:17]=1)[CH3:3])[CH3:6]. The yield is 0.820. (6) The reactants are [Cl:1][C:2]1[N:10]=[CH:9][CH:8]=[CH:7][C:3]=1[C:4]([OH:6])=O.[O:11]([C:18]1[S:22][C:21]([CH2:23][NH2:24])=[CH:20][CH:19]=1)[C:12]1[CH:17]=[CH:16][CH:15]=[CH:14][CH:13]=1.F[P-](F)(F)(F)(F)F.N1(O[P+](N(C)C)(N(C)C)N(C)C)C2C=CC=CC=2N=N1.C(N(CC)CC)C. The catalyst is CN(C)C=O.O. The product is [Cl:1][C:2]1[N:10]=[CH:9][CH:8]=[CH:7][C:3]=1[C:4]([NH:24][CH2:23][C:21]1[S:22][C:18]([O:11][C:12]2[CH:13]=[CH:14][CH:15]=[CH:16][CH:17]=2)=[CH:19][CH:20]=1)=[O:6]. The yield is 0.460. (7) The reactants are C([O:3][C:4]([C:6]1[S:10][C:9]([Br:11])=[N:8][C:7]=1[CH3:12])=[O:5])C.O.[OH-].[Li+].Cl. The catalyst is O1CCCC1.O.C(OCC)(=O)C. The product is [Br:11][C:9]1[S:10][C:6]([C:4]([OH:5])=[O:3])=[C:7]([CH3:12])[N:8]=1. The yield is 0.980. (8) The reactants are Br[C:2]1[C:3]([O:18][C:19]2[CH:24]=[CH:23][C:22]([C:25]([O:27][C:28]([CH3:31])([CH3:30])[CH3:29])=[O:26])=[CH:21][C:20]=2[N+:32]([O-:34])=[O:33])=[C:4]([Cl:17])[CH:5]=[C:6]2[C:11]=1[O:10][CH2:9][CH2:8][CH:7]2[C:12]([O:14][CH2:15][CH3:16])=[O:13].P([O-])([O-])([O-])=O.[K+].[K+].[K+].C1(P([CH:56]2[CH2:61][CH2:60]CCC2)C2CCCCC2)CCCCC1.C1(B(O)O)CC1. The catalyst is C1(C)C=CC=CC=1.C([O-])(=O)C.[Pd+2].C([O-])(=O)C.O. The product is [C:28]([O:27][C:25]([C:22]1[CH:23]=[CH:24][C:19]([O:18][C:3]2[C:2]([CH:60]3[CH2:61][CH2:56]3)=[C:11]3[C:6]([CH:7]([C:12]([O:14][CH2:15][CH3:16])=[O:13])[CH2:8][CH2:9][O:10]3)=[CH:5][C:4]=2[Cl:17])=[C:20]([N+:32]([O-:34])=[O:33])[CH:21]=1)=[O:26])([CH3:31])([CH3:30])[CH3:29]. The yield is 0.510.